The task is: Predict the reactants needed to synthesize the given product.. This data is from Full USPTO retrosynthesis dataset with 1.9M reactions from patents (1976-2016). (1) Given the product [CH:28]1([CH2:31][NH:32][C:13](=[O:14])[N:12]([CH2:11][C:3]2[CH:4]=[N:5][C:6]([Cl:10])=[C:7]([C:8]#[N:9])[C:2]=2[Cl:1])[C:16]2[C:17]([F:27])=[C:18]([O:25][CH3:26])[CH:19]=[C:20]([O:23][CH3:24])[C:21]=2[F:22])[CH2:30][CH2:29]1, predict the reactants needed to synthesize it. The reactants are: [Cl:1][C:2]1[C:7]([C:8]#[N:9])=[C:6]([Cl:10])[N:5]=[CH:4][C:3]=1[CH2:11][N:12]([C:16]1[C:21]([F:22])=[C:20]([O:23][CH3:24])[CH:19]=[C:18]([O:25][CH3:26])[C:17]=1[F:27])[C:13](Cl)=[O:14].[CH:28]1([CH2:31][NH2:32])[CH2:30][CH2:29]1.C(N(CC)C(C)C)(C)C. (2) The reactants are: C(O[C:4]([C:6]1[C:7]([OH:27])=[C:8]2[C:20]([C:21]3[CH:26]=[CH:25][CH:24]=[CH:23][CH:22]=3)=[N:19][O:18][C:9]2=[C:10]([C:12]2[CH:17]=[CH:16][CH:15]=[CH:14][CH:13]=2)[N:11]=1)=[O:5])C.[NH2:28][CH2:29][C:30]([OH:32])=[O:31].C[O-].[Na+]. Given the product [OH:27][C:7]1[C:6]([C:4]([NH:28][CH2:29][C:30]([OH:32])=[O:31])=[O:5])=[N:11][C:10]([C:12]2[CH:17]=[CH:16][CH:15]=[CH:14][CH:13]=2)=[C:9]2[O:18][N:19]=[C:20]([C:21]3[CH:22]=[CH:23][CH:24]=[CH:25][CH:26]=3)[C:8]=12, predict the reactants needed to synthesize it. (3) Given the product [C:3]([O:7][C:8](=[O:9])[NH:10][C@H:11]1[CH2:12][CH2:13][C@@H:14]([CH2:15][OH:16])[CH2:17]1)([CH3:6])([CH3:4])[CH3:5], predict the reactants needed to synthesize it. The reactants are: [BH4-].[Na+].[C:3]([O:7][C:8]([N:10]1[C:15](=[O:16])[CH:14]2[CH2:17][CH:11]1[CH2:12][CH2:13]2)=[O:9])([CH3:6])([CH3:5])[CH3:4]. (4) Given the product [Br:1][C:2]1[CH:7]=[C:6]([F:8])[CH:5]=[CH:4][C:3]=1[CH:9]1[N:10]=[C:11]([C:22]2[S:23][CH:24]=[C:25]([CH2:27][C:28]([NH:30][CH3:31])=[O:29])[N:26]=2)[NH:12][C:13]([CH2:20][N:32]2[CH2:37][CH2:36][O:35][CH2:34][C@H:33]2[C:38]([OH:40])=[O:39])=[C:14]1[C:15]([O:17][CH2:18][CH3:19])=[O:16], predict the reactants needed to synthesize it. The reactants are: [Br:1][C:2]1[CH:7]=[C:6]([F:8])[CH:5]=[CH:4][C:3]=1[CH:9]1[C:14]([C:15]([O:17][CH2:18][CH3:19])=[O:16])=[C:13]([CH2:20]Br)[NH:12][C:11]([C:22]2[S:23][CH:24]=[C:25]([CH2:27][C:28]([NH:30][CH3:31])=[O:29])[N:26]=2)=[N:10]1.[NH:32]1[CH2:37][CH2:36][O:35][CH2:34][C@H:33]1[C:38]([OH:40])=[O:39]. (5) Given the product [NH2:1][C:2]1[N:7]=[CH:6][N:5]=[C:4]2[N:8]([CH:12]([C:14]3[O:15][C:16](=[O:30])[C:17]4[C:22]([C:23]=3[C:24]3[CH:29]=[CH:28][CH:27]=[CH:26][CH:25]=3)=[CH:21][CH:20]=[CH:19][CH:18]=4)[CH3:13])[N:9]=[C:10]([C:36]3[CH:41]=[N:40][CH:39]=[CH:38][N:37]=3)[C:3]=12, predict the reactants needed to synthesize it. The reactants are: [NH2:1][C:2]1[N:7]=[CH:6][N:5]=[C:4]2[N:8]([CH:12]([C:14]3[O:15][C:16](=[O:30])[C:17]4[C:22]([C:23]=3[C:24]3[CH:29]=[CH:28][CH:27]=[CH:26][CH:25]=3)=[CH:21][CH:20]=[CH:19][CH:18]=4)[CH3:13])[N:9]=[C:10](I)[C:3]=12.C([Sn](CCCC)(CCCC)[C:36]1[CH:41]=[N:40][CH:39]=[CH:38][N:37]=1)CCC.[Li+].[Cl-]. (6) The reactants are: [Cl:1][C:2]1[CH:7]=[CH:6][C:5]([CH:8]2[CH:12]([C:13]3[CH:18]=[CH:17][C:16]([Cl:19])=[CH:15][CH:14]=3)[NH:11][C:10]([C:20]3[CH:21]=[N:22][C:23]([O:29][CH2:30][CH3:31])=[CH:24][C:25]=3[O:26][CH2:27][CH3:28])=[N:9]2)=[CH:4][CH:3]=1.[C:32](Cl)([Cl:34])=[O:33]. Given the product [Cl:1][C:2]1[CH:3]=[CH:4][C:5]([CH:8]2[CH:12]([C:13]3[CH:14]=[CH:15][C:16]([Cl:19])=[CH:17][CH:18]=3)[N:11]([C:32]([Cl:34])=[O:33])[C:10]([C:20]3[CH:21]=[N:22][C:23]([O:29][CH2:30][CH3:31])=[CH:24][C:25]=3[O:26][CH2:27][CH3:28])=[N:9]2)=[CH:6][CH:7]=1, predict the reactants needed to synthesize it. (7) Given the product [NH2:7][C:8]1[O:9][CH2:10][CH2:11][C@:12]([C:15]2[CH:20]=[C:19]([NH:21][C:31]([C:26]3[C:25]([F:24])=[CH:30][CH:29]=[CH:28][N:27]=3)=[O:32])[CH:18]=[CH:17][C:16]=2[F:22])([CH3:14])[N:13]=1, predict the reactants needed to synthesize it. The reactants are: C(OC(=O)[NH:7][C:8]1[O:9][CH2:10][CH2:11][C@:12]([C:15]2[CH:20]=[C:19]([NH2:21])[CH:18]=[CH:17][C:16]=2[F:22])([CH3:14])[N:13]=1)(C)(C)C.[F:24][C:25]1[C:26]([C:31](O)=[O:32])=[N:27][CH:28]=[CH:29][CH:30]=1.